From a dataset of Catalyst prediction with 721,799 reactions and 888 catalyst types from USPTO. Predict which catalyst facilitates the given reaction. (1) Reactant: [CH2:1]([C:3]1[O:4][C:5]2[C:11]([C:12]3[C:21]4[C:16](=[CH:17][CH:18]=[CH:19][CH:20]=4)[C:15](=[O:22])[N:14]([CH3:23])[CH:13]=3)=[CH:10][C:9]([S:24]([CH3:27])(=[O:26])=[O:25])=[CH:8][C:6]=2[CH:7]=1)[CH3:2]. Product: [CH2:1]([CH:3]1[CH2:7][C:6]2[CH:8]=[C:9]([S:24]([CH3:27])(=[O:26])=[O:25])[CH:10]=[C:11]([C:12]3[C:21]4[C:16](=[CH:17][CH:18]=[CH:19][CH:20]=4)[C:15](=[O:22])[N:14]([CH3:23])[CH:13]=3)[C:5]=2[O:4]1)[CH3:2]. The catalyst class is: 19. (2) Reactant: Cl.[NH2:2][C@@H:3]1[CH2:8][CH2:7][C@H:6]([O:9][C:10]2[CH:11]=[C:12]3[C:17](=[CH:18][C:19]=2[CH3:20])[C:16](=[O:21])[NH:15][CH:14]=[CH:13]3)[CH2:5][CH2:4]1.[CH2:22](N(CC)CC)[CH3:23].C(=O)C.[BH4-].[Na+].Cl. Product: [CH2:22]([NH:2][C@@H:3]1[CH2:4][CH2:5][C@H:6]([O:9][C:10]2[CH:11]=[C:12]3[C:17](=[CH:18][C:19]=2[CH3:20])[C:16](=[O:21])[NH:15][CH:14]=[CH:13]3)[CH2:7][CH2:8]1)[CH3:23]. The catalyst class is: 5.